This data is from Peptide-MHC class I binding affinity with 185,985 pairs from IEDB/IMGT. The task is: Regression. Given a peptide amino acid sequence and an MHC pseudo amino acid sequence, predict their binding affinity value. This is MHC class I binding data. (1) The peptide sequence is RVATENIAV. The MHC is HLA-B38:01 with pseudo-sequence HLA-B38:01. The binding affinity (normalized) is 0.0847. (2) The peptide sequence is EAFLNFTSM. The MHC is H-2-Db with pseudo-sequence H-2-Db. The binding affinity (normalized) is 0.518. (3) The peptide sequence is ATNNVFRLK. The MHC is HLA-A33:01 with pseudo-sequence HLA-A33:01. The binding affinity (normalized) is 0.190. (4) The binding affinity (normalized) is 0. The peptide sequence is PIQKETWETW. The MHC is HLA-B08:01 with pseudo-sequence HLA-B08:01. (5) The binding affinity (normalized) is 0.132. The peptide sequence is LTHSINALI. The MHC is H-2-Kb with pseudo-sequence H-2-Kb.